From a dataset of Forward reaction prediction with 1.9M reactions from USPTO patents (1976-2016). Predict the product of the given reaction. (1) Given the reactants [F:1][C:2]1([F:19])[CH2:7][CH2:6][CH2:5][CH:4]([NH:8][C:9](=[O:18])[O:10]CC2C=CC=CC=2)[CH2:3]1, predict the reaction product. The product is: [CH:9]([O-:18])=[O:10].[F:1][C:2]1([F:19])[CH2:7][CH2:6][CH2:5][CH:4]([NH3+:8])[CH2:3]1. (2) Given the reactants C[O:2][C:3]1[CH:8]=[CH:7][C:6]([C:9]2[C:17]3[C:12](=[CH:13][CH:14]=[CH:15][CH:16]=3)[N:11]([CH3:18])[C:10]=2[C:19]2[CH:24]=[CH:23][CH:22]=[CH:21][CH:20]=2)=[CH:5][CH:4]=1.B(Br)(Br)Br, predict the reaction product. The product is: [CH3:18][N:11]1[C:12]2[C:17](=[CH:16][CH:15]=[CH:14][CH:13]=2)[C:9]([C:6]2[CH:7]=[CH:8][C:3]([OH:2])=[CH:4][CH:5]=2)=[C:10]1[C:19]1[CH:24]=[CH:23][CH:22]=[CH:21][CH:20]=1.